Dataset: Forward reaction prediction with 1.9M reactions from USPTO patents (1976-2016). Task: Predict the product of the given reaction. (1) The product is: [Br:23][C:20]1[CH:21]=[C:22]2[C:14]([C:13]3[O:12][N:11]=[CH:10][C:9]=3[C:3]3[CH:4]=[CH:5][CH:6]=[C:7]([F:8])[C:2]=3[F:1])=[N:15][NH:16][C:17]2=[N:18][CH:19]=1. Given the reactants [F:1][C:2]1[C:7]([F:8])=[CH:6][CH:5]=[CH:4][C:3]=1[C:9]1[CH:10]=[N:11][O:12][C:13]=1[C:14]1[C:22]2[C:17](=[N:18][CH:19]=[CH:20][CH:21]=2)[NH:16][N:15]=1.[Br:23]C1C=CC(F)=NC=1, predict the reaction product. (2) The product is: [F:23][C:24]1[CH:29]=[CH:28][C:27]([C:2]2[CH:7]=[CH:6][CH:5]=[C:4]([C:8]3[N:9]=[C:10]([CH:20]([CH3:22])[CH3:21])[NH:11][C:12]=3[C:13]3[CH:18]=[CH:17][CH:16]=[C:15]([CH3:19])[N:14]=3)[CH:3]=2)=[CH:26][CH:25]=1. Given the reactants Br[C:2]1[CH:3]=[C:4]([C:8]2[N:9]=[C:10]([CH:20]([CH3:22])[CH3:21])[NH:11][C:12]=2[C:13]2[CH:18]=[CH:17][CH:16]=[C:15]([CH3:19])[N:14]=2)[CH:5]=[CH:6][CH:7]=1.[F:23][C:24]1[CH:29]=[CH:28][C:27](B(O)O)=[CH:26][CH:25]=1, predict the reaction product. (3) Given the reactants [Br:1][C:2]1[C:7]([CH3:8])=[N:6][N:5]2[C:9]([C:13]3[S:17][C:16]([N:18]4[CH2:23][CH2:22][O:21][CH2:20][CH2:19]4)=[N:15][C:14]=3[CH3:24])=[C:10]([CH3:12])[N:11]=[C:4]2[C:3]=1[CH:25]([CH2:28][CH3:29])[CH2:26][CH3:27].[Li][CH2:31]CCC.CCCCCC.IC, predict the reaction product. The product is: [Br:1][C:2]1([CH3:31])[C:7]([CH3:8])=[N:6][N:5]2[CH:9]([C:13]3[S:17][C:16]([N:18]4[CH2:23][CH2:22][O:21][CH2:20][CH2:19]4)=[N:15][C:14]=3[CH3:24])[C:10]([CH3:12])=[N:11][C:4]2=[C:3]1[CH:25]([CH2:28][CH3:29])[CH2:26][CH3:27].